Dataset: NCI-60 drug combinations with 297,098 pairs across 59 cell lines. Task: Regression. Given two drug SMILES strings and cell line genomic features, predict the synergy score measuring deviation from expected non-interaction effect. (1) Drug 1: C1=CC(=CC=C1CCC2=CNC3=C2C(=O)NC(=N3)N)C(=O)NC(CCC(=O)O)C(=O)O. Drug 2: CC1C(C(CC(O1)OC2CC(CC3=C2C(=C4C(=C3O)C(=O)C5=C(C4=O)C(=CC=C5)OC)O)(C(=O)C)O)N)O.Cl. Cell line: HT29. Synergy scores: CSS=30.2, Synergy_ZIP=-5.46, Synergy_Bliss=-4.69, Synergy_Loewe=-3.47, Synergy_HSA=0.0987. (2) Synergy scores: CSS=53.2, Synergy_ZIP=0.817, Synergy_Bliss=1.82, Synergy_Loewe=-23.9, Synergy_HSA=3.84. Drug 2: C(CCl)NC(=O)N(CCCl)N=O. Drug 1: C1CCC(C(C1)N)N.C(=O)(C(=O)[O-])[O-].[Pt+4]. Cell line: HL-60(TB). (3) Drug 1: C1CC(=O)NC(=O)C1N2CC3=C(C2=O)C=CC=C3N. Drug 2: CC12CCC3C(C1CCC2=O)CC(=C)C4=CC(=O)C=CC34C. Cell line: OVCAR-8. Synergy scores: CSS=18.7, Synergy_ZIP=0.0582, Synergy_Bliss=-4.99, Synergy_Loewe=-34.5, Synergy_HSA=-3.45. (4) Drug 1: CC(CN1CC(=O)NC(=O)C1)N2CC(=O)NC(=O)C2. Drug 2: COC1=NC(=NC2=C1N=CN2C3C(C(C(O3)CO)O)O)N. Cell line: BT-549. Synergy scores: CSS=16.6, Synergy_ZIP=3.95, Synergy_Bliss=11.0, Synergy_Loewe=4.06, Synergy_HSA=8.56. (5) Drug 1: CC12CCC3C(C1CCC2=O)CC(=C)C4=CC(=O)C=CC34C. Drug 2: C1CCC(CC1)NC(=O)N(CCCl)N=O. Cell line: IGROV1. Synergy scores: CSS=51.5, Synergy_ZIP=2.03, Synergy_Bliss=4.21, Synergy_Loewe=3.25, Synergy_HSA=5.14. (6) Cell line: KM12. Drug 2: CC1=C2C(C(=O)C3(C(CC4C(C3C(C(C2(C)C)(CC1OC(=O)C(C(C5=CC=CC=C5)NC(=O)OC(C)(C)C)O)O)OC(=O)C6=CC=CC=C6)(CO4)OC(=O)C)O)C)O. Drug 1: CCC1(CC2CC(C3=C(CCN(C2)C1)C4=CC=CC=C4N3)(C5=C(C=C6C(=C5)C78CCN9C7C(C=CC9)(C(C(C8N6C=O)(C(=O)OC)O)OC(=O)C)CC)OC)C(=O)OC)O.OS(=O)(=O)O. Synergy scores: CSS=28.1, Synergy_ZIP=1.76, Synergy_Bliss=4.12, Synergy_Loewe=-8.79, Synergy_HSA=1.11. (7) Cell line: HS 578T. Drug 1: C1=NC2=C(N1)C(=S)N=C(N2)N. Synergy scores: CSS=18.5, Synergy_ZIP=-7.41, Synergy_Bliss=-5.11, Synergy_Loewe=-15.6, Synergy_HSA=-4.28. Drug 2: C1CN(CCN1C(=O)CCBr)C(=O)CCBr.